From a dataset of CYP1A2 inhibition data for predicting drug metabolism from PubChem BioAssay. Regression/Classification. Given a drug SMILES string, predict its absorption, distribution, metabolism, or excretion properties. Task type varies by dataset: regression for continuous measurements (e.g., permeability, clearance, half-life) or binary classification for categorical outcomes (e.g., BBB penetration, CYP inhibition). Dataset: cyp1a2_veith. (1) The drug is COc1ccc(-n2c(=O)c(CCc3ccccc3)nc3cnc(N4CCN(C)CC4)nc32)cc1. The result is 0 (non-inhibitor). (2) The drug is Oc1cccc(-c2nc3c4c(ncn3n2)-c2ccccc2CC42CCCC2)c1. The result is 1 (inhibitor). (3) The compound is CN(CCCNC(=O)c1ccc(/C=N/O)nc1)CCCN(C)Cc1ccccc1. The result is 0 (non-inhibitor).